Dataset: Catalyst prediction with 721,799 reactions and 888 catalyst types from USPTO. Task: Predict which catalyst facilitates the given reaction. Reactant: CCN(C(C)C)C(C)C.[OH:10][C:11]1[CH:12]=[CH:13][CH:14]=[C:15]2[C:20]=1[O:19][C:18](=[O:21])[C:17]([C:22]([OH:24])=O)=[CH:16]2.CN(C(ON1N=NC2C=CC=NC1=2)=[N+](C)C)C.F[P-](F)(F)(F)(F)F.[NH:49]1[CH:53]=[C:52]([C:54]2[CH:55]=[C:56]([NH2:60])[CH:57]=[CH:58][CH:59]=2)[CH:51]=[N:50]1. Product: [NH:49]1[CH:53]=[C:52]([C:54]2[CH:55]=[C:56]([NH:60][C:22]([C:17]3[C:18](=[O:21])[O:19][C:20]4[C:15]([CH:16]=3)=[CH:14][CH:13]=[CH:12][C:11]=4[OH:10])=[O:24])[CH:57]=[CH:58][CH:59]=2)[CH:51]=[N:50]1. The catalyst class is: 3.